Dataset: Peptide-MHC class I binding affinity with 185,985 pairs from IEDB/IMGT. Task: Regression. Given a peptide amino acid sequence and an MHC pseudo amino acid sequence, predict their binding affinity value. This is MHC class I binding data. (1) The peptide sequence is FHNNWGATL. The MHC is HLA-B27:05 with pseudo-sequence HLA-B27:05. The binding affinity (normalized) is 0.0847. (2) The peptide sequence is LIVMLLFAGV. The MHC is HLA-A02:01 with pseudo-sequence HLA-A02:01. The binding affinity (normalized) is 0.326. (3) The peptide sequence is SLNLAKEAV. The MHC is HLA-B07:02 with pseudo-sequence HLA-B07:02. The binding affinity (normalized) is 0.0847. (4) The peptide sequence is KHHTKIDSM. The MHC is Mamu-B17 with pseudo-sequence Mamu-B17. The binding affinity (normalized) is 0.140. (5) The peptide sequence is ITIQYNLT. The MHC is H-2-Db with pseudo-sequence H-2-Db. The binding affinity (normalized) is 0.177. (6) The peptide sequence is MQIRGFVYFV. The MHC is HLA-A68:02 with pseudo-sequence HLA-A68:02. The binding affinity (normalized) is 0.702. (7) The peptide sequence is HTTTGRTSL. The MHC is HLA-A02:03 with pseudo-sequence HLA-A02:03. The binding affinity (normalized) is 0.0847. (8) The peptide sequence is QTTVNTLSER. The MHC is HLA-A11:01 with pseudo-sequence HLA-A11:01. The binding affinity (normalized) is 0.599.